From a dataset of Reaction yield outcomes from USPTO patents with 853,638 reactions. Predict the reaction yield, written as a fraction of the theoretical maximum amount of product (1.0 means a 100% yield; for example, 0.34 means a 34% yield). (1) The yield is 0.300. The catalyst is CO.CC(O)=O. The product is [O:1]1[C:5]2[CH:6]=[CH:7][C:8]([C:10]3([C:13]([NH:15][C:16]4[CH:17]=[C:18]5[C:22](=[CH:23][CH:24]=4)[N:21]([CH2:30][CH2:31][CH2:32][C:33]([OH:35])=[O:34])[CH:20]([C:25]([CH3:28])([CH3:27])[CH3:26])[CH2:19]5)=[O:14])[CH2:12][CH2:11]3)=[CH:9][C:4]=2[O:3][CH2:2]1. The reactants are [O:1]1[C:5]2[CH:6]=[CH:7][C:8]([C:10]3([C:13]([NH:15][C:16]4[CH:17]=[C:18]5[C:22](=[CH:23][CH:24]=4)[NH:21][CH:20]([C:25]([CH3:28])([CH3:27])[CH3:26])[CH2:19]5)=[O:14])[CH2:12][CH2:11]3)=[CH:9][C:4]=2[O:3][CH2:2]1.O=[CH:30][CH2:31][CH2:32][C:33]([OH:35])=[O:34].[BH3-]C#N.[Na+]. (2) The reactants are CC1C2C(=CC=CC=2[N+]([O-])=O)NC=1.[CH3:14][C:15]1[C:23]2[C:18](=[CH:19][C:20]([N+:24]([O-])=O)=[CH:21][CH:22]=2)[NH:17][CH:16]=1. The catalyst is C(O)C.[Pd]. The product is [CH3:14][C:15]1[C:23]2[C:18](=[CH:19][C:20]([NH2:24])=[CH:21][CH:22]=2)[NH:17][CH:16]=1. The yield is 0.240. (3) The reactants are [CH:1]([N:4]1[CH2:9][CH2:8][CH:7]([O:10][C:11]2[CH:16]=[CH:15][C:14]([N+:17]([O-])=O)=[CH:13][C:12]=2OC)[CH2:6][CH2:5]1)([CH3:3])[CH3:2].[H][H]. The catalyst is CO.[OH-].[OH-].[Pd+2]. The product is [CH:1]([N:4]1[CH2:9][CH2:8][CH:7]([O:10][C:11]2[CH:12]=[CH:13][C:14]([NH2:17])=[CH:15][CH:16]=2)[CH2:6][CH2:5]1)([CH3:3])[CH3:2]. The yield is 0.870. (4) The reactants are [C:1]([C:3]1[CH:4]=[C:5]2[C:10](=[CH:11][C:12]=1[OH:13])[N:9]=[CH:8][CH:7]=[C:6]2[O:14][C:15]1[CH:20]=[CH:19][C:18]([NH:21][C:22]([NH:24][CH:25]2[CH2:27][CH2:26]2)=[O:23])=[C:17]([Cl:28])[CH:16]=1)#[N:2].Br[CH2:30][CH:31]1[CH2:36][CH2:35][N:34]([C:37]([O:39][C:40]([CH3:43])([CH3:42])[CH3:41])=[O:38])[CH2:33][CH2:32]1. No catalyst specified. The product is [Cl:28][C:17]1[CH:16]=[C:15]([CH:20]=[CH:19][C:18]=1[NH:21][C:22]([NH:24][CH:25]1[CH2:26][CH2:27]1)=[O:23])[O:14][C:6]1[C:5]2[C:10](=[CH:11][C:12]([O:13][CH2:30][CH:31]3[CH2:36][CH2:35][N:34]([C:37]([O:39][C:40]([CH3:41])([CH3:43])[CH3:42])=[O:38])[CH2:33][CH2:32]3)=[C:3]([C:1]#[N:2])[CH:4]=2)[N:9]=[CH:8][CH:7]=1. The yield is 0.146. (5) The reactants are [CH2:1]([O:8][C:9]1[CH:14]=[C:13]([Br:15])[CH:12]=[CH:11][C:10]=1[OH:16])[C:2]1[CH:7]=[CH:6][CH:5]=[CH:4][CH:3]=1.C(N(CC)CC)C.[C:24]([Si:28](Cl)([CH3:30])[CH3:29])([CH3:27])([CH3:26])[CH3:25]. The catalyst is ClCCl. The product is [CH2:1]([O:8][C:9]1[CH:14]=[C:13]([Br:15])[CH:12]=[CH:11][C:10]=1[O:16][Si:28]([C:24]([CH3:27])([CH3:26])[CH3:25])([CH3:30])[CH3:29])[C:2]1[CH:3]=[CH:4][CH:5]=[CH:6][CH:7]=1. The yield is 0.480. (6) The reactants are C(N([CH2:6][CH3:7])CC)C.[C:8]1([CH3:18])[CH:13]=[CH:12][C:11]([S:14](Cl)(=[O:16])=[O:15])=[CH:10][CH:9]=1.[CH2:19]1[O:23][C@@H:22]2[C@@H:24]([OH:27])[CH2:25][O:26][C@@H:21]2[C@@H:20]1[OH:28]. The catalyst is ClCCl. The product is [CH3:18][C:8]1[CH:13]=[CH:12][C:11]([S:14]([O:28][C@@H:20]2[CH2:19][O:23][C@@H:22]3[C@@H:24]([O:27][S:14]([C:11]4[CH:12]=[CH:13][C:6]([CH3:7])=[CH:9][CH:10]=4)(=[O:16])=[O:15])[CH2:25][O:26][C@H:21]23)(=[O:16])=[O:15])=[CH:10][CH:9]=1. The yield is 0.970. (7) The reactants are [Cl:1][CH2:2][C:3](Cl)=[O:4].[N:6]1[CH:11]=[CH:10][CH:9]=[N:8][C:7]=1[C:12]1[CH:13]=[CH:14][C:15]([C:18]2[CH2:19][CH2:20][NH:21][CH2:22][CH:23]=2)=[N:16][CH:17]=1.C(N(CC)CC)C.C([O-])(O)=O.[Na+]. The catalyst is C(Cl)Cl. The product is [Cl:1][CH2:2][C:3]([N:21]1[CH2:22][CH:23]=[C:18]([C:15]2[CH:14]=[CH:13][C:12]([C:7]3[N:6]=[CH:11][CH:10]=[CH:9][N:8]=3)=[CH:17][N:16]=2)[CH2:19][CH2:20]1)=[O:4]. The yield is 1.00.